Predict the reactants needed to synthesize the given product. From a dataset of Full USPTO retrosynthesis dataset with 1.9M reactions from patents (1976-2016). (1) Given the product [CH2:74]([N:42]([CH2:38][CH2:39][CH2:40][CH3:41])[C:43]([C:45]1[N:46]=[C:47]([C:54]2[CH:63]=[CH:62][C:57]([C:58]([O:60][CH3:61])=[O:59])=[CH:56][C:55]=2[C:64]([OH:66])=[O:65])[N:48]([CH2:50][CH2:51][O:52][CH3:53])[CH:49]=1)=[O:44])[CH2:75][CH2:76][CH3:77], predict the reactants needed to synthesize it. The reactants are: C(N(CCCC)C(C1N=C(C2C=CC(C(OC)=O)=CC=2C(O)=O)N(CCC2C=CC=CC=2)C=1)=O)CCC.[CH2:38]([N:42]([CH2:74][CH2:75][CH2:76][CH3:77])[C:43]([C:45]1[N:46]=[C:47]([C:54]2[CH:63]=[CH:62][C:57]([C:58]([O:60][CH3:61])=[O:59])=[CH:56][C:55]=2[C:64]([O:66]CC2C=CC=CC=2)=[O:65])[N:48]([CH2:50][CH2:51][O:52][CH3:53])[CH:49]=1)=[O:44])[CH2:39][CH2:40][CH3:41]. (2) Given the product [F:29][C:26]1[CH:27]=[CH:28][C:23]([C@@H:21]([OH:22])[CH2:20][CH2:19][C@@H:9]2[C@@H:8]([C:5]3[CH:4]=[CH:3][C:2]([C:35]4[CH:34]=[CH:33][CH:32]=[C:31]([OH:30])[CH:36]=4)=[CH:7][N:6]=3)[N:11]([C:12]3[CH:17]=[CH:16][CH:15]=[CH:14][CH:13]=3)[C:10]2=[O:18])=[CH:24][CH:25]=1, predict the reactants needed to synthesize it. The reactants are: Br[C:2]1[CH:3]=[CH:4][C:5]([C@H:8]2[N:11]([C:12]3[CH:17]=[CH:16][CH:15]=[CH:14][CH:13]=3)[C:10](=[O:18])[C@@H:9]2[CH2:19][CH2:20][C@@H:21]([C:23]2[CH:28]=[CH:27][C:26]([F:29])=[CH:25][CH:24]=2)[OH:22])=[N:6][CH:7]=1.[OH:30][C:31]1[CH:32]=[C:33](B(O)O)[CH:34]=[CH:35][CH:36]=1.